From a dataset of Reaction yield outcomes from USPTO patents with 853,638 reactions. Predict the reaction yield, written as a fraction of the theoretical maximum amount of product (1.0 means a 100% yield; for example, 0.34 means a 34% yield). (1) The reactants are [OH:1][C:2]1[CH:29]=[CH:28][C:5]([C:6]([O:8][C@@H:9]2[CH2:18][C:17]3[C:12](=[CH:13][C:14]([OH:20])=[CH:15][C:16]=3[OH:19])[O:11][C@@H:10]2[C:21]2[CH:26]=[CH:25][C:24]([OH:27])=[CH:23][CH:22]=2)=[O:7])=[CH:4][CH:3]=1. The catalyst is C(Cl)(Cl)Cl. The product is [C:6]([OH:8])(=[O:7])[CH3:5].[C:6]([OH:8])(=[O:7])[CH3:5].[C:6]([OH:8])(=[O:7])[CH3:5].[C:6]([OH:8])(=[O:7])[CH3:5].[OH:1][C:2]1[CH:3]=[CH:4][C:5]([C:6]([O:8][C@@H:9]2[CH2:18][C:17]3[C:12](=[CH:13][C:14]([OH:20])=[CH:15][C:16]=3[OH:19])[O:11][C@@H:10]2[C:21]2[CH:26]=[CH:25][C:24]([OH:27])=[CH:23][CH:22]=2)=[O:7])=[CH:28][CH:29]=1. The yield is 0.890. (2) The reactants are [CH3:1][O:2][CH2:3]/[CH:4]=[CH:5]/[CH2:6][O:7][C:8]1[CH:15]=[CH:14][CH:13]=[C:12]([N+:16]([O-])=O)[C:9]=1[C:10]#[N:11].CCO.O. The catalyst is CC(O)=O.[Fe]. The product is [NH2:16][C:12]1[CH:13]=[CH:14][CH:15]=[C:8]([O:7][CH2:6]/[CH:5]=[CH:4]/[CH2:3][O:2][CH3:1])[C:9]=1[C:10]#[N:11]. The yield is 0.860. (3) The reactants are [Cl:1][C:2]1[C:3]([OH:11])=[N:4][CH:5]=[C:6]([C:8]([OH:10])=[O:9])[CH:7]=1.[Si](C=[N+]=[N-])(C)(C)[CH3:13]. The catalyst is C1C=CC=CC=1.CO. The product is [Cl:1][C:2]1[C:3]([OH:11])=[N:4][CH:5]=[C:6]([C:8]([O:10][CH3:13])=[O:9])[CH:7]=1. The yield is 0.670. (4) The reactants are Br[C:2]1[CH:7]=[CH:6][C:5]([C:8]2[O:13][C:12](=O)[C:11]3[CH:15]=[CH:16]C=C[C:10]=3[N:9]=2)=[CH:4][CH:3]=1.[CH:19]1([C:22]([N:24]2CC[C@@H](CN)C2)=[O:23])[CH2:21][CH2:20]1. The catalyst is O1CCOCC1. The product is [CH:19]1([C:22]([N:24]2[CH2:16][CH2:15][C@@H:11]([CH2:10][NH:9][C:8](=[O:13])[C:5]3[CH:4]=[CH:3][CH:2]=[CH:7][CH:6]=3)[CH2:12]2)=[O:23])[CH2:21][CH2:20]1. The yield is 0.840. (5) The reactants are Br[CH2:2][CH2:3][C:4]1[CH:9]=[CH:8][C:7]([O:10][CH3:11])=[CH:6][C:5]=1[N+:12]([O-:14])=[O:13].[CH3:15][S-:16].[Na+]. The catalyst is CCO. The product is [CH3:11][O:10][C:7]1[CH:8]=[CH:9][C:4]([CH2:3][CH2:2][S:16][CH3:15])=[C:5]([N+:12]([O-:14])=[O:13])[CH:6]=1. The yield is 0.670. (6) The reactants are [F:1][C:2]([F:13])([F:12])[C:3]1[C:11]2[CH2:10][CH2:9][CH2:8][CH2:7][C:6]=2[NH:5][N:4]=1.C(=O)([O-])[O-].[K+].[K+].N[C@@H]1CCCC[C@H]1N.Br[C:29]1[CH:34]=[CH:33][C:32]([N:35]2[CH:39]=[CH:38][N:37]=[CH:36]2)=[CH:31][CH:30]=1. The catalyst is O1CCOCC1.[Cu]I. The product is [N:35]1([C:32]2[CH:33]=[CH:34][C:29]([N:5]3[C:6]4[CH2:7][CH2:8][CH2:9][CH2:10][C:11]=4[C:3]([C:2]([F:1])([F:12])[F:13])=[N:4]3)=[CH:30][CH:31]=2)[CH:39]=[CH:38][N:37]=[CH:36]1. The yield is 0.180. (7) The reactants are [CH3:1][O:2][C:3]1[C:4](=[O:26])[C:5]([CH3:25])=[C:6]([CH2:12][C:13]2[CH:18]=[CH:17][C:16]([CH2:19][CH2:20][CH2:21][C:22](O)=[O:23])=[CH:15][CH:14]=2)[C:7](=[O:11])[C:8]=1[O:9][CH3:10].[NH:27]1[CH2:32][CH2:31][S:30][CH2:29][CH2:28]1. The yield is 0.240. The product is [CH3:1][O:2][C:3]1[C:4](=[O:26])[C:5]([CH3:25])=[C:6]([CH2:12][C:13]2[CH:14]=[CH:15][C:16]([CH2:19][CH2:20][CH2:21][C:22]([N:27]3[CH2:32][CH2:31][S:30][CH2:29][CH2:28]3)=[O:23])=[CH:17][CH:18]=2)[C:7](=[O:11])[C:8]=1[O:9][CH3:10]. No catalyst specified.